From a dataset of NCI-60 drug combinations with 297,098 pairs across 59 cell lines. Regression. Given two drug SMILES strings and cell line genomic features, predict the synergy score measuring deviation from expected non-interaction effect. (1) Drug 1: CCC(=C(C1=CC=CC=C1)C2=CC=C(C=C2)OCCN(C)C)C3=CC=CC=C3.C(C(=O)O)C(CC(=O)O)(C(=O)O)O. Drug 2: CN(C(=O)NC(C=O)C(C(C(CO)O)O)O)N=O. Cell line: SNB-19. Synergy scores: CSS=3.75, Synergy_ZIP=-1.34, Synergy_Bliss=-1.52, Synergy_Loewe=-6.38, Synergy_HSA=-2.34. (2) Drug 1: CC(C1=C(C=CC(=C1Cl)F)Cl)OC2=C(N=CC(=C2)C3=CN(N=C3)C4CCNCC4)N. Drug 2: CC12CCC(CC1=CCC3C2CCC4(C3CC=C4C5=CN=CC=C5)C)O. Cell line: SR. Synergy scores: CSS=73.8, Synergy_ZIP=2.19, Synergy_Bliss=2.84, Synergy_Loewe=-8.69, Synergy_HSA=3.65. (3) Drug 1: C1=NNC2=C1C(=O)NC=N2. Drug 2: CCC1(C2=C(COC1=O)C(=O)N3CC4=CC5=C(C=CC(=C5CN(C)C)O)N=C4C3=C2)O.Cl. Cell line: T-47D. Synergy scores: CSS=24.3, Synergy_ZIP=3.22, Synergy_Bliss=6.53, Synergy_Loewe=-28.9, Synergy_HSA=2.46. (4) Drug 1: COC1=C2C(=CC3=C1OC=C3)C=CC(=O)O2. Drug 2: COCCOC1=C(C=C2C(=C1)C(=NC=N2)NC3=CC=CC(=C3)C#C)OCCOC.Cl. Cell line: UACC62. Synergy scores: CSS=0.182, Synergy_ZIP=-0.0225, Synergy_Bliss=0.762, Synergy_Loewe=-0.191, Synergy_HSA=-0.438. (5) Drug 1: C1C(C(OC1N2C=C(C(=O)NC2=O)F)CO)O. Drug 2: C1=NC(=NC(=O)N1C2C(C(C(O2)CO)O)O)N. Cell line: SF-268. Synergy scores: CSS=40.0, Synergy_ZIP=-0.811, Synergy_Bliss=2.52, Synergy_Loewe=-1.14, Synergy_HSA=2.29. (6) Drug 1: C1CC(C1)(C(=O)O)C(=O)O.[NH2-].[NH2-].[Pt+2]. Drug 2: CCC1=C2CN3C(=CC4=C(C3=O)COC(=O)C4(CC)O)C2=NC5=C1C=C(C=C5)O. Cell line: HCC-2998. Synergy scores: CSS=39.5, Synergy_ZIP=1.74, Synergy_Bliss=1.97, Synergy_Loewe=4.99, Synergy_HSA=7.32. (7) Drug 1: C1CC(C1)(C(=O)O)C(=O)O.[NH2-].[NH2-].[Pt+2]. Drug 2: CC12CCC3C(C1CCC2OP(=O)(O)O)CCC4=C3C=CC(=C4)OC(=O)N(CCCl)CCCl.[Na+]. Cell line: MCF7. Synergy scores: CSS=-5.47, Synergy_ZIP=3.55, Synergy_Bliss=-0.230, Synergy_Loewe=-8.68, Synergy_HSA=-8.55.